Dataset: Forward reaction prediction with 1.9M reactions from USPTO patents (1976-2016). Task: Predict the product of the given reaction. Given the reactants [Cl:1][CH2:2][C:3]1[CH:11]=[CH:10][C:6]([C:7](Cl)=[O:8])=[CH:5][CH:4]=1.C[NH:13][C:14]1[CH:15]=[N:16][CH:17]=[CH:18][CH:19]=1.O, predict the reaction product. The product is: [Cl:1][CH2:2][C:3]1[CH:11]=[CH:10][C:6]([C:7]([NH:13][C:14]2[CH:15]=[N:16][CH:17]=[CH:18][CH:19]=2)=[O:8])=[CH:5][CH:4]=1.